Dataset: Forward reaction prediction with 1.9M reactions from USPTO patents (1976-2016). Task: Predict the product of the given reaction. (1) Given the reactants [Br:1][C:2]1[C:3]([O:11][CH3:12])=[C:4]([C:7](F)=[CH:8][CH:9]=1)[CH:5]=O.Cl.O(N)C.C(=O)([O-])[O-].[K+].[K+].[NH2:23][NH2:24], predict the reaction product. The product is: [Br:1][C:2]1[C:3]([O:11][CH3:12])=[C:4]2[C:7](=[CH:8][CH:9]=1)[NH:24][N:23]=[CH:5]2. (2) Given the reactants [CH:1]1([N:7]2[CH2:13][C:12]([F:15])([F:14])[C:11](=[O:16])[N:10]([CH3:17])[C:9]3[CH:18]=[N:19][C:20]([NH:22][C:23]4[CH:31]=[CH:30][C:26]([C:27](O)=[O:28])=[CH:25][CH:24]=4)=[N:21][C:8]2=3)[CH2:6][CH2:5][CH2:4][CH2:3][CH2:2]1.C([N:34](CC)CC)C.F[P-](F)(F)(F)(F)F.CN(C(N(C)C)=[N+]1C2C(=NC=CC=2)[N+]([O-])=N1)C.[Cl-].[NH4+], predict the reaction product. The product is: [CH:1]1([N:7]2[CH2:13][C:12]([F:15])([F:14])[C:11](=[O:16])[N:10]([CH3:17])[C:9]3[CH:18]=[N:19][C:20]([NH:22][C:23]4[CH:24]=[CH:25][C:26]([C:27]([NH2:34])=[O:28])=[CH:30][CH:31]=4)=[N:21][C:8]2=3)[CH2:2][CH2:3][CH2:4][CH2:5][CH2:6]1. (3) The product is: [C:25]([OH:28])(=[O:27])[CH3:26].[NH2:9][CH:8]1[CH2:7][CH2:6][N:5]([C:18]([O:20][C:21]([CH3:23])([CH3:22])[CH3:24])=[O:19])[CH2:4][CH:3]1[CH2:1][CH3:2]. Given the reactants [CH2:1]([CH:3]1[CH:8]([NH:9][C@@H](C2C=CC=CC=2)C)[CH2:7][CH2:6][N:5]([C:18]([O:20][C:21]([CH3:24])([CH3:23])[CH3:22])=[O:19])[CH2:4]1)[CH3:2].[C:25]([OH:28])(=[O:27])[CH3:26], predict the reaction product. (4) Given the reactants [CH2:1]([N:8]1[CH2:13][CH2:12][CH:11]([C:14]([NH:16][C:17]2[CH:22]=[CH:21][C:20]([CH2:23][NH:24][C:25]3[C:34]4[C:29](=[C:30]([CH3:35])[CH:31]=[CH:32][CH:33]=4)[N:28]=[C:27](Cl)[N:26]=3)=[CH:19][CH:18]=2)=[O:15])[CH2:10][CH2:9]1)[C:2]1[CH:7]=[CH:6][CH:5]=[CH:4][CH:3]=1.[CH3:37][NH:38][CH3:39], predict the reaction product. The product is: [CH2:1]([N:8]1[CH2:13][CH2:12][CH:11]([C:14]([NH:16][C:17]2[CH:22]=[CH:21][C:20]([CH2:23][NH:24][C:25]3[C:34]4[C:29](=[C:30]([CH3:35])[CH:31]=[CH:32][CH:33]=4)[N:28]=[C:27]([N:38]([CH3:39])[CH3:37])[N:26]=3)=[CH:19][CH:18]=2)=[O:15])[CH2:10][CH2:9]1)[C:2]1[CH:7]=[CH:6][CH:5]=[CH:4][CH:3]=1. (5) Given the reactants Cl.[CH2:2]([N:4]([CH2:7][CH2:8][CH:9]1[CH2:18][CH2:17][C:16]2[C:11](=[CH:12][CH:13]=[C:14]([O:19]C)[CH:15]=2)[CH2:10]1)[CH2:5][CH3:6])[CH3:3].[OH-].[Na+].C(=O)([O-])[O-].[K+].[K+], predict the reaction product. The product is: [CH2:2]([N:4]([CH2:7][CH2:8][CH:9]1[CH2:18][CH2:17][C:16]2[C:11](=[CH:12][CH:13]=[C:14]([OH:19])[CH:15]=2)[CH2:10]1)[CH2:5][CH3:6])[CH3:3]. (6) Given the reactants [I:1][C:2]1[C:3]2[C:4](=[CH:8][NH:9][N:10]=2)[N:5]=[CH:6][CH:7]=1.Br[CH2:12][CH2:13][CH2:14][O:15][CH:16]1[CH2:21][CH2:20][CH2:19][CH2:18][O:17]1.C([O-])([O-])=O.[Cs+].[Cs+], predict the reaction product. The product is: [I:1][C:2]1[C:3]2[C:4](=[CH:8][N:9]([CH2:12][CH2:13][CH2:14][O:15][CH:16]3[CH2:21][CH2:20][CH2:19][CH2:18][O:17]3)[N:10]=2)[N:5]=[CH:6][CH:7]=1.[I:1][C:2]1[CH:7]=[CH:6][N:5]=[C:4]2[CH:8]=[N:9][N:10]([CH2:12][CH2:13][CH2:14][O:15][CH:16]3[CH2:21][CH2:20][CH2:19][CH2:18][O:17]3)[C:3]=12. (7) Given the reactants Cl[C:2]1[N:7]=[C:6]([N:8]([CH3:18])[C:9]2[CH:10]=[C:11]([CH2:16][OH:17])[CH:12]=[CH:13][C:14]=2[CH3:15])[CH:5]=[CH:4][N:3]=1.[N:19]1([C:25]2[CH:26]=[C:27]([CH:29]=[C:30]([N:32]3[CH2:37][CH2:36][O:35][CH2:34][CH2:33]3)[CH:31]=2)[NH2:28])[CH2:24][CH2:23][O:22][CH2:21][CH2:20]1.Cl, predict the reaction product. The product is: [N:19]1([C:25]2[CH:26]=[C:27]([NH:28][C:2]3[N:7]=[C:6]([N:8]([CH3:18])[C:9]4[CH:10]=[C:11]([CH2:16][OH:17])[CH:12]=[CH:13][C:14]=4[CH3:15])[CH:5]=[CH:4][N:3]=3)[CH:29]=[C:30]([N:32]3[CH2:33][CH2:34][O:35][CH2:36][CH2:37]3)[CH:31]=2)[CH2:24][CH2:23][O:22][CH2:21][CH2:20]1.